From a dataset of NCI-60 drug combinations with 297,098 pairs across 59 cell lines. Regression. Given two drug SMILES strings and cell line genomic features, predict the synergy score measuring deviation from expected non-interaction effect. (1) Drug 1: C1=CC(=C2C(=C1NCCNCCO)C(=O)C3=C(C=CC(=C3C2=O)O)O)NCCNCCO. Drug 2: CCN(CC)CCNC(=O)C1=C(NC(=C1C)C=C2C3=C(C=CC(=C3)F)NC2=O)C. Cell line: HOP-62. Synergy scores: CSS=44.1, Synergy_ZIP=2.88, Synergy_Bliss=4.10, Synergy_Loewe=-21.0, Synergy_HSA=3.18. (2) Drug 1: CS(=O)(=O)OCCCCOS(=O)(=O)C. Drug 2: CC1=C(C(=O)C2=C(C1=O)N3CC4C(C3(C2COC(=O)N)OC)N4)N. Cell line: DU-145. Synergy scores: CSS=44.6, Synergy_ZIP=3.77, Synergy_Bliss=5.54, Synergy_Loewe=-15.8, Synergy_HSA=4.52. (3) Drug 1: CC1=C(C=C(C=C1)NC(=O)C2=CC=C(C=C2)CN3CCN(CC3)C)NC4=NC=CC(=N4)C5=CN=CC=C5. Drug 2: CC=C1C(=O)NC(C(=O)OC2CC(=O)NC(C(=O)NC(CSSCCC=C2)C(=O)N1)C(C)C)C(C)C. Cell line: HCC-2998. Synergy scores: CSS=45.4, Synergy_ZIP=8.49, Synergy_Bliss=7.36, Synergy_Loewe=-69.2, Synergy_HSA=-2.99. (4) Drug 1: CC1C(C(CC(O1)OC2CC(CC3=C2C(=C4C(=C3O)C(=O)C5=C(C4=O)C(=CC=C5)OC)O)(C(=O)C)O)N)O.Cl. Drug 2: COC1=C2C(=CC3=C1OC=C3)C=CC(=O)O2. Cell line: NCI-H522. Synergy scores: CSS=12.2, Synergy_ZIP=-1.36, Synergy_Bliss=5.82, Synergy_Loewe=-13.0, Synergy_HSA=6.76. (5) Drug 1: CN1CCC(CC1)COC2=C(C=C3C(=C2)N=CN=C3NC4=C(C=C(C=C4)Br)F)OC. Drug 2: CS(=O)(=O)OCCCCOS(=O)(=O)C. Cell line: A549. Synergy scores: CSS=13.8, Synergy_ZIP=-6.22, Synergy_Bliss=-5.13, Synergy_Loewe=-10.5, Synergy_HSA=-4.05.